Dataset: Peptide-MHC class II binding affinity with 134,281 pairs from IEDB. Task: Regression. Given a peptide amino acid sequence and an MHC pseudo amino acid sequence, predict their binding affinity value. This is MHC class II binding data. (1) The peptide sequence is DKGIPFMKMNISVIMHHHHHH. The MHC is DRB5_0101 with pseudo-sequence DRB5_0101. The binding affinity (normalized) is 0.626. (2) The MHC is DRB1_0404 with pseudo-sequence DRB1_0404. The peptide sequence is VKVLCPYMPKVIEKMELL. The binding affinity (normalized) is 0. (3) The binding affinity (normalized) is 0.557. The MHC is DRB1_0401 with pseudo-sequence DRB1_0401. The peptide sequence is PAVKYIEPDMIVNAT.